This data is from Reaction yield outcomes from USPTO patents with 853,638 reactions. The task is: Predict the reaction yield, written as a fraction of the theoretical maximum amount of product (1.0 means a 100% yield; for example, 0.34 means a 34% yield). (1) The reactants are [CH3:1][NH:2][CH2:3][CH2:4][CH2:5][OH:6].[CH:7]1([C:10]2[N:15]=[C:14]([C:16]([NH:18][C:19]3[CH:27]=[N:26][CH:25]=[CH:24][C:20]=3[C:21](O)=[O:22])=[O:17])[C:13]([NH:28][C:29]3[CH:30]=[N:31][CH:32]=[N:33][CH:34]=3)=[CH:12][CH:11]=2)[CH2:9][CH2:8]1. No catalyst specified. The product is [OH:6][CH2:5][CH2:4][CH2:3][N:2]([CH3:1])[C:21]([C:20]1[CH:24]=[CH:25][N:26]=[CH:27][C:19]=1[NH:18][C:16]([C:14]1[C:13]([NH:28][C:29]2[CH:34]=[N:33][CH:32]=[N:31][CH:30]=2)=[CH:12][CH:11]=[C:10]([CH:7]2[CH2:8][CH2:9]2)[N:15]=1)=[O:17])=[O:22]. The yield is 0.340. (2) The reactants are Cl.[CH3:2][C:3]1[CH:16]=[CH:15][CH:14]=[CH:13][C:4]=1[O:5][CH2:6][CH:7]1[CH2:12][CH2:11][NH:10][CH2:9][CH2:8]1.[CH3:17][O:18][C:19]1[C:20]([CH:25]=O)=[N:21][CH:22]=[CH:23][N:24]=1.C(O[BH-](OC(=O)C)OC(=O)C)(=O)C.[Na+].C(=O)([O-])[O-].[Na+].[Na+]. The catalyst is ClCCl.C(OCC)(=O)C. The product is [CH3:17][O:18][C:19]1[C:20]([CH2:25][N:10]2[CH2:11][CH2:12][CH:7]([CH2:6][O:5][C:4]3[CH:13]=[CH:14][CH:15]=[CH:16][C:3]=3[CH3:2])[CH2:8][CH2:9]2)=[N:21][CH:22]=[CH:23][N:24]=1. The yield is 0.870. (3) The reactants are [NH2:1][C:2]1[C:7]([Cl:8])=[C:6]([Cl:9])[N:5]=[C:4](Cl)[N:3]=1.[NH2:11][C:12]1[CH:19]=[CH:18][C:15]([C:16]#[N:17])=[CH:14][CH:13]=1.CN1CCCC1=O.Cl. The catalyst is C(OCC)C.O1CCOCC1. The product is [NH2:1][C:2]1[C:7]([Cl:8])=[C:6]([Cl:9])[N:5]=[C:4]([NH:11][C:12]2[CH:19]=[CH:18][C:15]([C:16]#[N:17])=[CH:14][CH:13]=2)[N:3]=1. The yield is 0.0680. (4) The reactants are Br[C:2]1[CH:3]([CH2:7][CH:8]=[O:9])[CH2:4][CH2:5][CH:6]=1.C([O-])([O-])=O.[Na+].[Na+].[C:16]1(B(O)O)[CH:21]=[CH:20][CH:19]=[CH:18][CH:17]=1.C(OCC)C. The catalyst is C1C=CC=CC=1.CCO.C1C=CC([P]([Pd]([P](C2C=CC=CC=2)(C2C=CC=CC=2)C2C=CC=CC=2)([P](C2C=CC=CC=2)(C2C=CC=CC=2)C2C=CC=CC=2)[P](C2C=CC=CC=2)(C2C=CC=CC=2)C2C=CC=CC=2)(C2C=CC=CC=2)C2C=CC=CC=2)=CC=1. The product is [C:16]1([C:2]2[CH:3]([CH2:7][CH:8]=[O:9])[CH2:4][CH2:5][CH:6]=2)[CH:21]=[CH:20][CH:19]=[CH:18][CH:17]=1. The yield is 0.620. (5) The catalyst is C(#N)C. The reactants are [OH:1][N:2]=[C:3]([C:10]1[CH:15]=[CH:14][CH:13]=[C:12]([S:16][CH3:17])[CH:11]=1)[C:4]1[N:8]([CH3:9])[N:7]=[N:6][N:5]=1.C(=O)([O-])[O-].[Cs+].[Cs+].[I-].[K+].[Br:26][C:27]1[S:28][CH:29]=[C:30]([CH2:32]Br)[N:31]=1. The product is [Br:26][C:27]1[S:28][CH:29]=[C:30]([CH2:32][O:1][N:2]=[C:3]([C:10]2[CH:15]=[CH:14][CH:13]=[C:12]([S:16][CH3:17])[CH:11]=2)[C:4]2[N:8]([CH3:9])[N:7]=[N:6][N:5]=2)[N:31]=1. The yield is 0.940. (6) The reactants are [Cl:1][C:2]([F:13])([F:12])[C:3]1[N:8]=[CH:7][C:6]([C:9](=[O:11])[CH3:10])=[CH:5][CH:4]=1.[BH4-].[Na+].Cl. The catalyst is CO. The product is [Cl:1][C:2]([F:12])([F:13])[C:3]1[N:8]=[CH:7][C:6]([CH:9]([OH:11])[CH3:10])=[CH:5][CH:4]=1. The yield is 0.930. (7) The reactants are [H-].[Al+3].[Li+].[H-].[H-].[H-].[NH2:7][C:8]1[CH:17]=[CH:16][C:15]([Br:18])=[CH:14][C:9]=1[C:10](OC)=[O:11].O.[OH-].[Na+]. The catalyst is C1COCC1. The product is [NH2:7][C:8]1[CH:17]=[CH:16][C:15]([Br:18])=[CH:14][C:9]=1[CH2:10][OH:11]. The yield is 0.590. (8) The yield is 0.590. The reactants are [Cl:1][C:2]1[N:7]=[C:6]([CH3:8])[C:5]2[C:9]([O:31][CH2:32][CH2:33][OH:34])=[N:10][N:11]([C:12]([C:25]3[CH:30]=[CH:29][CH:28]=[CH:27][CH:26]=3)([C:19]3[CH:24]=[CH:23][CH:22]=[CH:21][CH:20]=3)[C:13]3[CH:18]=[CH:17][CH:16]=[CH:15][CH:14]=3)[C:4]=2[CH:3]=1.[F:35][C:36]([F:44])(S(F)(=O)=O)C(O)=O. No catalyst specified. The product is [Cl:1][C:2]1[N:7]=[C:6]([CH3:8])[C:5]2[C:9]([O:31][CH2:32][CH2:33][O:34][CH:36]([F:44])[F:35])=[N:10][N:11]([C:12]([C:19]3[CH:24]=[CH:23][CH:22]=[CH:21][CH:20]=3)([C:13]3[CH:14]=[CH:15][CH:16]=[CH:17][CH:18]=3)[C:25]3[CH:26]=[CH:27][CH:28]=[CH:29][CH:30]=3)[C:4]=2[CH:3]=1.